Dataset: Peptide-MHC class II binding affinity with 134,281 pairs from IEDB. Task: Regression. Given a peptide amino acid sequence and an MHC pseudo amino acid sequence, predict their binding affinity value. This is MHC class II binding data. (1) The peptide sequence is GRVIDLGCGRGGWCY. The MHC is DRB1_0901 with pseudo-sequence DRB1_0901. The binding affinity (normalized) is 0. (2) The peptide sequence is VLLAFNCHERPYDLD. The MHC is HLA-DQA10101-DQB10501 with pseudo-sequence HLA-DQA10101-DQB10501. The binding affinity (normalized) is 0.563. (3) The peptide sequence is YDKFVANVSTVLTGK. The MHC is DRB3_0202 with pseudo-sequence DRB3_0202. The binding affinity (normalized) is 0.977. (4) The peptide sequence is TLSVTFIGAAPLILSY. The MHC is HLA-DPA10201-DPB10101 with pseudo-sequence HLA-DPA10201-DPB10101. The binding affinity (normalized) is 0.490. (5) The peptide sequence is VIPEGWKADTSYESK. The MHC is DRB1_1001 with pseudo-sequence DRB1_1001. The binding affinity (normalized) is 0.520. (6) The peptide sequence is FKQDSKYSHGMDLAD. The MHC is H-2-IAb with pseudo-sequence H-2-IAb. The binding affinity (normalized) is 0. (7) The peptide sequence is FSLECIMDVGEIQNK. The MHC is DRB1_0401 with pseudo-sequence DRB1_0401. The binding affinity (normalized) is 0.331. (8) The peptide sequence is GEDQIVDKIDAAFKI. The MHC is DRB1_1302 with pseudo-sequence DRB1_1302. The binding affinity (normalized) is 0.597. (9) The peptide sequence is DVKFPGGGQIVWGVY. The MHC is HLA-DQA10501-DQB10301 with pseudo-sequence HLA-DQA10501-DQB10301. The binding affinity (normalized) is 0.748.